From a dataset of Forward reaction prediction with 1.9M reactions from USPTO patents (1976-2016). Predict the product of the given reaction. The product is: [O:2]1[CH2:8][CH2:7][CH2:6][O:5][C:4]2[C:9]([N:13]3[CH2:14][CH2:15][N:16]([CH2:34][CH2:33][CH2:32][CH2:31][O:30][C:26]4[N:27]=[C:28]5[C:23]([CH:22]=[CH:21][C:20](=[O:19])[NH:29]5)=[CH:24][CH:25]=4)[CH2:17][CH2:18]3)=[CH:10][CH:11]=[CH:12][C:3]1=2. Given the reactants Cl.[O:2]1[CH2:8][CH2:7][CH2:6][O:5][C:4]2[C:9]([N:13]3[CH2:18][CH2:17][NH:16][CH2:15][CH2:14]3)=[CH:10][CH:11]=[CH:12][C:3]1=2.[O:19]=[C:20]1[NH:29][C:28]2[N:27]=[C:26]([O:30][CH2:31][CH2:32][CH2:33][CH:34]=O)[CH:25]=[CH:24][C:23]=2[CH:22]=[CH:21]1, predict the reaction product.